Dataset: Forward reaction prediction with 1.9M reactions from USPTO patents (1976-2016). Task: Predict the product of the given reaction. Given the reactants [F:1][C:2]1[CH:3]=[C:4]([C@H:9]([CH:14]2[CH2:17][NH:16][CH2:15]2)[C:10](F)([CH3:12])[CH3:11])[CH:5]=[C:6]([F:8])[CH:7]=1.C([O-])([O-])=[O:19].[Cs+].[Cs+].Br[CH:25]([C:34]1[CH:39]=[CH:38][C:37]([Cl:40])=[CH:36][CH:35]=1)[C:26]1[CH:27]=[C:28]([CH:31]=[CH:32][CH:33]=1)[C:29]#[N:30], predict the reaction product. The product is: [Cl:40][C:37]1[CH:38]=[CH:39][C:34]([C@H:25]([N:16]2[CH2:17][CH:14]([C@@H:9]([C:4]3[CH:3]=[C:2]([F:1])[CH:7]=[C:6]([F:8])[CH:5]=3)[C:10]([OH:19])([CH3:12])[CH3:11])[CH2:15]2)[C:26]2[CH:27]=[C:28]([CH:31]=[CH:32][CH:33]=2)[C:29]#[N:30])=[CH:35][CH:36]=1.